From a dataset of Full USPTO retrosynthesis dataset with 1.9M reactions from patents (1976-2016). Predict the reactants needed to synthesize the given product. Given the product [C:56]([C:48]1[CH:47]=[C:46]([CH:51]=[C:50]([C:52]([CH3:55])([CH3:54])[CH3:53])[CH:49]=1)[CH:45]=[CH:44][C:42]1[CH:43]=[C:38]([CH:39]=[C:40]([CH:60]=[CH:61][C:62]2[CH:67]=[C:66]([C:68]([CH3:71])([CH3:70])[CH3:69])[CH:65]=[C:64]([C:72]([CH3:75])([CH3:74])[CH3:73])[CH:63]=2)[CH:41]=1)[CH:37]=[CH:36][C:34]1[CH:35]=[C:30]([CH:31]=[C:32]([CH:76]=[CH:77][C:78]2[CH:79]=[C:80]([CH:100]=[CH:101][C:102]3[CH:103]=[C:104]([C:112]([CH3:114])([CH3:113])[CH3:115])[CH:105]=[C:106]([C:108]([CH3:111])([CH3:110])[CH3:109])[CH:107]=3)[CH:81]=[C:82]([CH:84]=[CH:85][C:86]3[CH:91]=[C:90]([C:92]([CH3:95])([CH3:94])[CH3:93])[CH:89]=[C:88]([C:96]([CH3:99])([CH3:98])[CH3:97])[CH:87]=3)[CH:83]=2)[CH:33]=1)[CH:29]=[CH:28][C:26]1[CH:25]=[C:22]([CH:21]=[C:20]([CH:19]=[CH:18][C:17]2[CH:16]=[C:15]([CH:14]=[CH:13][C:12]3[CH:11]=[C:10]([CH:9]=[CH:8][C:7]4[CH:178]=[C:179]([C:181]([CH3:183])([CH3:182])[CH3:184])[CH:180]=[C:5]([C:1]([CH3:4])([CH3:3])[CH3:2])[CH:6]=4)[CH:161]=[C:160]([CH:162]=[CH:163][C:164]4[CH:169]=[C:168]([C:170]([CH3:173])([CH3:172])[CH3:171])[CH:167]=[C:166]([C:174]([CH3:177])([CH3:176])[CH3:175])[CH:165]=4)[CH:159]=3)[CH:118]=[C:117]([CH:119]=[CH:120][C:121]3[CH:126]=[C:125]([CH:127]=[CH:128][C:129]4[CH:134]=[C:133]([C:135]([CH3:136])([CH3:137])[CH3:138])[CH:132]=[C:131]([C:139]([CH3:140])([CH3:141])[CH3:142])[CH:130]=4)[CH:124]=[C:123]([CH:143]=[CH:144][C:145]4[CH:146]=[C:147]([C:155]([CH3:156])([CH3:157])[CH3:158])[CH:148]=[C:149]([C:151]([CH3:152])([CH3:153])[CH3:154])[CH:150]=4)[CH:122]=3)[CH:116]=2)[CH:27]=1)[CH2:23][OH:24])([CH3:57])([CH3:58])[CH3:59], predict the reactants needed to synthesize it. The reactants are: [C:1]([C:5]1[CH:6]=[C:7]([CH:178]=[C:179]([C:181]([CH3:184])([CH3:183])[CH3:182])[CH:180]=1)[CH:8]=[CH:9][C:10]1[CH:11]=[C:12]([CH:159]=[C:160]([CH:162]=[CH:163][C:164]2[CH:169]=[C:168]([C:170]([CH3:173])([CH3:172])[CH3:171])[CH:167]=[C:166]([C:174]([CH3:177])([CH3:176])[CH3:175])[CH:165]=2)[CH:161]=1)[CH:13]=[CH:14][C:15]1[CH:16]=[C:17]([CH:116]=[C:117]([CH:119]=[CH:120][C:121]2[CH:126]=[C:125]([CH:127]=[CH:128][C:129]3[CH:134]=[C:133]([C:135]([CH3:138])([CH3:137])[CH3:136])[CH:132]=[C:131]([C:139]([CH3:142])([CH3:141])[CH3:140])[CH:130]=3)[CH:124]=[C:123]([CH:143]=[CH:144][C:145]3[CH:150]=[C:149]([C:151]([CH3:154])([CH3:153])[CH3:152])[CH:148]=[C:147]([C:155]([CH3:158])([CH3:157])[CH3:156])[CH:146]=3)[CH:122]=2)[CH:118]=1)[CH:18]=[CH:19][C:20]1[CH:21]=[C:22]([CH:25]=[C:26]([CH:28]=[CH:29][C:30]2[CH:35]=[C:34]([CH:36]=[CH:37][C:38]3[CH:43]=[C:42]([CH:44]=[CH:45][C:46]4[CH:51]=[C:50]([C:52]([CH3:55])([CH3:54])[CH3:53])[CH:49]=[C:48]([C:56]([CH3:59])([CH3:58])[CH3:57])[CH:47]=4)[CH:41]=[C:40]([CH:60]=[CH:61][C:62]4[CH:67]=[C:66]([C:68]([CH3:71])([CH3:70])[CH3:69])[CH:65]=[C:64]([C:72]([CH3:75])([CH3:74])[CH3:73])[CH:63]=4)[CH:39]=3)[CH:33]=[C:32]([CH:76]=[CH:77][C:78]3[CH:83]=[C:82]([CH:84]=[CH:85][C:86]4[CH:91]=[C:90]([C:92]([CH3:95])([CH3:94])[CH3:93])[CH:89]=[C:88]([C:96]([CH3:99])([CH3:98])[CH3:97])[CH:87]=4)[CH:81]=[C:80]([CH:100]=[CH:101][C:102]4[CH:107]=[C:106]([C:108]([CH3:111])([CH3:110])[CH3:109])[CH:105]=[C:104]([C:112]([CH3:115])([CH3:114])[CH3:113])[CH:103]=4)[CH:79]=3)[CH:31]=2)[CH:27]=1)[CH:23]=[O:24])([CH3:4])([CH3:3])[CH3:2].[BH4-].[Na+].